From a dataset of Forward reaction prediction with 1.9M reactions from USPTO patents (1976-2016). Predict the product of the given reaction. (1) Given the reactants [CH3:1][O:2][C:3]1[CH:4]=[C:5]([CH2:11][CH2:12][CH2:13][OH:14])[CH:6]=[CH:7][C:8]=1[O:9][CH3:10], predict the reaction product. The product is: [CH3:1][O:2][C:3]1[CH:4]=[C:5]([CH2:11][CH2:12][CH:13]=[O:14])[CH:6]=[CH:7][C:8]=1[O:9][CH3:10]. (2) Given the reactants [NH2:1][C:2]1[C:3]([C:22]2[CH:27]=[CH:26][C:25]([CH3:28])=[CH:24][CH:23]=2)=[C:4]([CH2:13][NH:14]C(=O)OC(C)(C)C)[C:5]([CH2:9][CH:10]([CH3:12])[CH3:11])=[N:6][C:7]=1[CH3:8].[C:29]([C:31]1[CH:32]=[C:33]([CH:37]=[CH:38][CH:39]=1)[C:34]([Cl:36])=[O:35])#[N:30].C(N(CC)CC)C.C(=O)([O-])O.[Na+].[N-:52]=[N+:53]=[N-:54].[Na+].[Cl-:56].[NH4+].C(OC(=O)C)C.Cl, predict the reaction product. The product is: [ClH:36].[ClH:56].[NH2:14][CH2:13][C:4]1[C:3]([C:22]2[CH:23]=[CH:24][C:25]([CH3:28])=[CH:26][CH:27]=2)=[C:2]([NH:1][C:34](=[O:35])[C:33]2[CH:37]=[CH:38][CH:39]=[C:31]([C:29]3[NH:54][N:53]=[N:52][N:30]=3)[CH:32]=2)[C:7]([CH3:8])=[N:6][C:5]=1[CH2:9][CH:10]([CH3:11])[CH3:12]. (3) Given the reactants [CH2:1]=[CH:2][C:3]1[CH:8]=[CH:7][CH:6]=[CH:5][CH:4]=1.[CH2:9]=[CH:10][C:11](=[CH2:13])[CH3:12].[C:14]([OH:18])(=[O:17])[CH:15]=[CH2:16], predict the reaction product. The product is: [CH2:1]=[CH:2][C:3]1[CH:8]=[CH:7][CH:6]=[CH:5][CH:4]=1.[CH2:9]=[CH:10][C:11](=[CH2:12])[CH3:13].[C:14]([OH:18])(=[O:17])[CH:15]=[CH2:16].